This data is from Forward reaction prediction with 1.9M reactions from USPTO patents (1976-2016). The task is: Predict the product of the given reaction. Given the reactants [CH:1]1([C:6]2([OH:16])[CH:11]=[CH:10][CH:9]=[CH:8][CH:7]2[CH2:12][C:13](O)=O)[CH2:5][CH2:4][CH2:3][CH2:2]1.[C:17]([O:21][C:22](=[O:31])[N:23]([CH:25]1C2[CH:26]1CNC2)C)([CH3:20])([CH3:19])[CH3:18].C[N:33]1[CH2:38][CH2:37]O[CH2:35][CH2:34]1.[OH:39]N1C2C=CC=CC=2N=N1.Cl.CN(C)CCCN=C=NCC, predict the reaction product. The product is: [CH:1]1([C:6]([OH:16])([C:7]2[CH:8]=[CH:9][CH:10]=[CH:13][CH:12]=2)[C:11]([N:33]2[CH2:34][CH:35]3[CH:37]([CH:26]3[CH2:25][NH:23][C:22](=[O:31])[O:21][C:17]([CH3:20])([CH3:19])[CH3:18])[CH2:38]2)=[O:39])[CH2:2][CH2:3][CH2:4][CH2:5]1.